This data is from Reaction yield outcomes from USPTO patents with 853,638 reactions. The task is: Predict the reaction yield, written as a fraction of the theoretical maximum amount of product (1.0 means a 100% yield; for example, 0.34 means a 34% yield). (1) The reactants are [CH3:1][O:2][C:3]1[CH:22]=[CH:21][C:6]([CH2:7][O:8][C@H:9]([C@H:11]([CH2:16][CH2:17][CH:18]([CH3:20])[CH3:19])[C@@H:12]([OH:15])[CH:13]=[CH2:14])[CH3:10])=[CH:5][CH:4]=1.[CH3:23][C:24]([O-])(C)[CH3:25].[K+].CC1C=CC(S(OCCC)(=O)=O)=CC=1. The catalyst is C1COCC1.O. The product is [CH3:1][O:2][C:3]1[CH:4]=[CH:5][C:6]([CH2:7][O:8][C@H:9]([C@@H:11]([C@@H:12]([O:15][CH2:23][CH2:24][CH3:25])[CH:13]=[CH2:14])[CH2:16][CH2:17][CH:18]([CH3:19])[CH3:20])[CH3:10])=[CH:21][CH:22]=1. The yield is 0.740. (2) The reactants are Cl[C:2]1[C:3]2[CH:10]=[CH:9][N:8]([CH2:11][O:12][CH2:13][CH2:14][Si:15]([CH3:18])([CH3:17])[CH3:16])[C:4]=2[N:5]=[CH:6][N:7]=1.C(O)CCC.C(OC([N:29]1[CH:33]=[C:32](B2OC(C)(C)C(C)(C)O2)[CH:31]=[N:30]1)C)C.C(=O)([O-])[O-].[K+].[K+]. The catalyst is C1C=CC([P]([Pd]([P](C2C=CC=CC=2)(C2C=CC=CC=2)C2C=CC=CC=2)([P](C2C=CC=CC=2)(C2C=CC=CC=2)C2C=CC=CC=2)[P](C2C=CC=CC=2)(C2C=CC=CC=2)C2C=CC=CC=2)(C2C=CC=CC=2)C2C=CC=CC=2)=CC=1.O. The product is [NH:29]1[CH:33]=[C:32]([C:2]2[C:3]3[CH:10]=[CH:9][N:8]([CH2:11][O:12][CH2:13][CH2:14][Si:15]([CH3:18])([CH3:17])[CH3:16])[C:4]=3[N:5]=[CH:6][N:7]=2)[CH:31]=[N:30]1. The yield is 0.780. (3) The reactants are [Br:1][C:2]1[CH:7]=[CH:6][C:5]([OH:8])=[C:4](I)[CH:3]=1.[CH3:10][O:11][C:12]1[CH:17]=[CH:16][C:15]([C:18]#[CH:19])=[CH:14][CH:13]=1.O. The catalyst is CN(C=O)C.C(NCC)C.[Cu]I. The product is [Br:1][C:2]1[CH:7]=[CH:6][C:5]2[O:8][C:18]([C:15]3[CH:16]=[CH:17][C:12]([O:11][CH3:10])=[CH:13][CH:14]=3)=[CH:19][C:4]=2[CH:3]=1. The yield is 0.450. (4) The reactants are [OH:1][C:2]1[CH:7]=[CH:6][C:5]([S:8][CH2:9][CH2:10][CH2:11][C:12]([OH:14])=O)=[CH:4][CH:3]=1.[CH3:15][NH:16][CH2:17][C:18]1[CH:23]=[CH:22][CH:21]=[CH:20][C:19]=1[C:24]([F:27])([F:26])[F:25]. No catalyst specified. The product is [OH:1][C:2]1[CH:3]=[CH:4][C:5]([S:8][CH2:9][CH2:10][CH2:11][C:12]([N:16]([CH3:15])[CH2:17][C:18]2[CH:23]=[CH:22][CH:21]=[CH:20][C:19]=2[C:24]([F:25])([F:26])[F:27])=[O:14])=[CH:6][CH:7]=1. The yield is 0.380. (5) The reactants are [CH3:1][C:2]1[N:6]([CH2:7][C:8]2[C:17]3[C:12](=[CH:13][CH:14]=[CH:15][CH:16]=3)[CH:11]=[CH:10][CH:9]=2)[C:5]2[CH:18]=[C:19]([N:25]3[CH2:30][CH2:29][O:28][CH2:27][CH2:26]3)[CH:20]=[C:21]([C:22]([OH:24])=O)[C:4]=2[N:3]=1.C(Cl)CCl.[CH3:35][S:36]([NH2:39])(=[O:38])=[O:37]. The catalyst is CN(C)C=O.CN(C1C=CN=CC=1)C. The product is [CH3:1][C:2]1[N:6]([CH2:7][C:8]2[C:17]3[C:12](=[CH:13][CH:14]=[CH:15][CH:16]=3)[CH:11]=[CH:10][CH:9]=2)[C:5]2[CH:18]=[C:19]([N:25]3[CH2:30][CH2:29][O:28][CH2:27][CH2:26]3)[CH:20]=[C:21]([C:22]([NH:39][S:36]([CH3:35])(=[O:38])=[O:37])=[O:24])[C:4]=2[N:3]=1. The yield is 0.390.